This data is from Full USPTO retrosynthesis dataset with 1.9M reactions from patents (1976-2016). The task is: Predict the reactants needed to synthesize the given product. (1) Given the product [OH:11][C:6]1[CH:7]=[CH:8][CH:9]=[C:10]2[C:5]=1[CH:4]=[CH:3][N:1]=[N:2]2, predict the reactants needed to synthesize it. The reactants are: [NH2:1][N:2]1[C:10]2[C:5](=[C:6]([O:11]C)[CH:7]=[CH:8][CH:9]=2)[CH:4]=[CH:3]1.[N+](C1C=CC=CC=1)([O-])=O.COC1C=CC=C2C=1C=CN=N2.Br. (2) Given the product [C:13]([NH:15][C:60]1[CH:61]=[CH:62][CH:63]=[CH:64][C:65]=1[C:33](=[C:47]1[CH2:52][CH2:51][N:50]([CH2:53][C:54]2[CH:55]=[N:56][CH:57]=[CH:58][CH:59]=2)[CH2:49][CH2:48]1)[C:34]1[CH:46]=[CH:45][C:37]([C:38]([N:40]([CH2:43][CH3:44])[CH2:41][CH3:42])=[O:39])=[CH:36][CH:35]=1)(=[O:14])[CH3:12], predict the reactants needed to synthesize it. The reactants are: NC1C=CC=CC=1C(=C1CCN(CCCC)CC1)C1C=C[C:12]([C:13]([N:15](CC)CC)=[O:14])=CC=1.Br[C:33](=[C:47]1[CH2:52][CH2:51][N:50]([CH2:53][C:54]2[CH:55]=[N:56][CH:57]=[CH:58][CH:59]=2)[CH2:49][CH2:48]1)[C:34]1[CH:46]=[CH:45][C:37]([C:38]([N:40]([CH2:43][CH3:44])[CH2:41][CH3:42])=[O:39])=[CH:36][CH:35]=1.[C:60]1(C)[CH:65]=[CH:64][CH:63]=[CH:62][CH:61]=1.C([O-])([O-])=O.[Na+].[Na+]. (3) The reactants are: Cl[C:2]1[CH:7]=[CH:6][N:5]2[N:8]=[C:9]([C:23]3[CH:28]=[CH:27][C:26]([F:29])=[CH:25][CH:24]=3)[C:10]([C:11]3[CH:16]=[CH:15][N:14]=[C:13]([NH:17][CH:18]4[CH2:22][CH2:21][CH2:20][CH2:19]4)[N:12]=3)=[C:4]2[CH:3]=1.C1(P(C2C=CC=CC=2)C2C=CC3C(=CC=CC=3)C=2C2C3C(=CC=CC=3)C=CC=2P(C2C=CC=CC=2)C2C=CC=CC=2)C=CC=CC=1.C(=O)([O-])[O-].[Cs+].[Cs+].C(OCC)(=O)C.[NH:88]1[CH2:92][CH2:91][CH2:90][CH2:89]1. Given the product [CH:18]1([NH:17][C:13]2[N:12]=[C:11]([C:10]3[C:9]([C:23]4[CH:28]=[CH:27][C:26]([F:29])=[CH:25][CH:24]=4)=[N:8][N:5]4[CH:6]=[CH:7][C:2]([N:88]5[CH2:92][CH2:91][CH2:90][CH2:89]5)=[CH:3][C:4]=34)[CH:16]=[CH:15][N:14]=2)[CH2:22][CH2:21][CH2:20][CH2:19]1, predict the reactants needed to synthesize it.